Predict the reactants needed to synthesize the given product. From a dataset of Full USPTO retrosynthesis dataset with 1.9M reactions from patents (1976-2016). (1) Given the product [Br:1][C:2]1[C:10]2[C:9]([NH2:13])=[N:8][CH:7]=[N:6][C:5]=2[S:4][CH:3]=1, predict the reactants needed to synthesize it. The reactants are: [Br:1][C:2]1[C:10]2[C:9](Cl)=[N:8][CH:7]=[N:6][C:5]=2[S:4][CH:3]=1.[OH-].[NH4+:13]. (2) The reactants are: [F:1][C:2]1[C:3]([OH:13])=[C:4]([CH:7]=[C:8]([N+:10]([O-:12])=[O:11])[CH:9]=1)[CH:5]=O.[CH3:14][NH2:15].[BH4-].[Na+].[CH:18]1[CH:23]=[CH:22][C:21]([CH2:24][O:25][C:26](Cl)=[O:27])=[CH:20][CH:19]=1. Given the product [F:1][C:2]1[C:3]([OH:13])=[C:4]([CH:7]=[C:8]([N+:10]([O-:12])=[O:11])[CH:9]=1)[CH2:5][N:15]([CH3:14])[C:26](=[O:27])[O:25][CH2:24][C:21]1[CH:22]=[CH:23][CH:18]=[CH:19][CH:20]=1, predict the reactants needed to synthesize it. (3) Given the product [Cl:1][C:2]1[CH:3]=[C:4]([CH:8]=[C:9]([O:12][CH3:13])[C:10]=1[OH:11])[C:5]([O:7][CH3:14])=[O:6], predict the reactants needed to synthesize it. The reactants are: [Cl:1][C:2]1[CH:3]=[C:4]([CH:8]=[C:9]([O:12][CH3:13])[C:10]=1[OH:11])[C:5]([OH:7])=[O:6].[CH3:14]O. (4) The reactants are: [NH2:1][CH:2]1[CH2:10][CH2:9][C:8]2[C:4](=[CH:5][N:6]([C:11]3[S:12][C:13]([C:17]([O:19][CH2:20][CH3:21])=[O:18])=[C:14]([CH3:16])[N:15]=3)[N:7]=2)[CH2:3]1.[Cl:22][C:23]1[N:24]=[C:25]([C:30](O)=[O:31])[NH:26][C:27]=1[CH2:28][CH3:29].CCN=C=NCCCN(C)C.Cl.ON1C2C=CC=CC=2N=N1.CN1CCOCC1. Given the product [Cl:22][C:23]1[N:24]=[C:25]([C:30]([NH:1][CH:2]2[CH2:10][CH2:9][C:8]3[C:4](=[CH:5][N:6]([C:11]4[S:12][C:13]([C:17]([O:19][CH2:20][CH3:21])=[O:18])=[C:14]([CH3:16])[N:15]=4)[N:7]=3)[CH2:3]2)=[O:31])[NH:26][C:27]=1[CH2:28][CH3:29], predict the reactants needed to synthesize it. (5) Given the product [C:19]([C:22]1[N:27]=[C:26]([C:28]2[CH:33]=[CH:32][C:31]([C:34]3[CH:39]=[CH:38][C:37]([CH2:40][C:41]([NH:2][CH2:3][CH2:4][C:5]([O:7][CH2:8][CH3:9])=[O:6])=[O:42])=[CH:36][C:35]=3[Cl:44])=[CH:30][CH:29]=2)[C:25]([CH3:45])=[N:24][C:23]=1[CH3:46])(=[O:21])[NH2:20], predict the reactants needed to synthesize it. The reactants are: Cl.[NH2:2][CH2:3][CH2:4][C:5]([O:7][CH2:8][CH3:9])=[O:6].C(N(C(C)C)C(C)C)C.[C:19]([C:22]1[N:27]=[C:26]([C:28]2[CH:33]=[CH:32][C:31]([C:34]3[CH:39]=[CH:38][C:37]([CH2:40][C:41](O)=[O:42])=[CH:36][C:35]=3[Cl:44])=[CH:30][CH:29]=2)[C:25]([CH3:45])=[N:24][C:23]=1[CH3:46])(=[O:21])[NH2:20].Cl.CN(C)CCCN=C=NCC.N1(O)C2C=CC=CC=2N=N1. (6) Given the product [CH2:1]([O:3][C:4](=[O:21])[CH2:5][O:6][C:7]1[CH:12]=[CH:11][C:10]([OH:13])=[CH:9][CH:8]=1)[CH3:2], predict the reactants needed to synthesize it. The reactants are: [CH2:1]([O:3][C:4](=[O:21])[CH2:5][O:6][C:7]1[CH:12]=[CH:11][C:10]([O:13]CC2C=CC=CC=2)=[CH:9][CH:8]=1)[CH3:2].CCOC(C)=O.